This data is from Reaction yield outcomes from USPTO patents with 853,638 reactions. The task is: Predict the reaction yield, written as a fraction of the theoretical maximum amount of product (1.0 means a 100% yield; for example, 0.34 means a 34% yield). (1) The reactants are CN(C(ON1N=NC2C=CC=NC1=2)=[N+](C)C)C.F[P-](F)(F)(F)(F)F.CCN(C(C)C)C(C)C.[Cl:34][C:35]1[CH:36]=[CH:37][C:38]([S:62]([CH2:65][CH3:66])(=[O:64])=[O:63])=[C:39]([CH:61]=1)[CH2:40][NH:41][C:42](=[O:60])[C:43]1[CH:48]=[CH:47][C:46]([CH2:49][N:50]2[CH2:55][CH2:54][NH:53][CH2:52][CH2:51]2)=[C:45]([C:56]([F:59])([F:58])[F:57])[CH:44]=1.[C:67]([O:71][C:72]([NH:74][CH2:75][C:76](O)=[O:77])=[O:73])([CH3:70])([CH3:69])[CH3:68]. The catalyst is CN(C=O)C.C(OCC)(=O)C. The product is [C:67]([O:71][C:72](=[O:73])[NH:74][CH2:75][C:76]([N:53]1[CH2:54][CH2:55][N:50]([CH2:49][C:46]2[CH:47]=[CH:48][C:43]([C:42](=[O:60])[NH:41][CH2:40][C:39]3[CH:61]=[C:35]([Cl:34])[CH:36]=[CH:37][C:38]=3[S:62]([CH2:65][CH3:66])(=[O:63])=[O:64])=[CH:44][C:45]=2[C:56]([F:57])([F:59])[F:58])[CH2:51][CH2:52]1)=[O:77])([CH3:70])([CH3:68])[CH3:69]. The yield is 0.910. (2) The reactants are [F:1][C:2]1[CH:3]=[C:4](B(O)O)[CH:5]=[CH:6][C:7]=1[O:8][CH3:9].ClCCl.Cl[C:17]1[N:18]=[C:19]([CH3:36])[C:20]2[CH:25]=[CH:24][N:23]([C:26]3[CH:35]=[CH:34][C:29]([C:30]([O:32][CH3:33])=[O:31])=[CH:28][CH:27]=3)[C:21]=2[N:22]=1.C([O-])([O-])=O.[Cs+].[Cs+]. The catalyst is O1CCOCC1. The product is [F:1][C:2]1[CH:3]=[C:4]([C:17]2[N:18]=[C:19]([CH3:36])[C:20]3[CH:25]=[CH:24][N:23]([C:26]4[CH:27]=[CH:28][C:29]([C:30]([O:32][CH3:33])=[O:31])=[CH:34][CH:35]=4)[C:21]=3[N:22]=2)[CH:5]=[CH:6][C:7]=1[O:8][CH3:9]. The yield is 0.730. (3) The reactants are Cl.Cl.[NH2:3][CH2:4][CH2:5][S:6][S:7][CH2:8][CH2:9][NH2:10].C(N(CC)CC)C.[CH3:18][C:19]([O:22][C:23](O[C:23]([O:22][C:19]([CH3:21])([CH3:20])[CH3:18])=[O:24])=[O:24])([CH3:21])[CH3:20]. The catalyst is CO. The product is [NH2:3][CH2:4][CH2:5][S:6][S:7][CH2:8][CH2:9][NH:10][C:23](=[O:24])[O:22][C:19]([CH3:21])([CH3:20])[CH3:18]. The yield is 0.440. (4) The yield is 0.00700. The reactants are [Cl:1][C:2]1[N:3]=[N:4][C:5](Cl)=[CH:6][CH:7]=1.FC(F)(F)C(O)=O.[CH3:16][S:17]([C:20]1[CH:41]=[CH:40][C:23]([O:24][C:25]2[N:30]=[CH:29][N:28]=[C:27]3[N:31]([CH:34]4[CH2:39][CH2:38][NH:37][CH2:36][CH2:35]4)[N:32]=[CH:33][C:26]=23)=[CH:22][CH:21]=1)(=[O:19])=[O:18].C(=O)([O-])[O-].[K+].[K+].[Cl-].[NH4+]. The product is [Cl:1][C:2]1[N:3]=[N:4][C:5]([N:37]2[CH2:38][CH2:39][CH:34]([N:31]3[C:27]4=[N:28][CH:29]=[N:30][C:25]([O:24][C:23]5[CH:22]=[CH:21][C:20]([S:17]([CH3:16])(=[O:18])=[O:19])=[CH:41][CH:40]=5)=[C:26]4[CH:33]=[N:32]3)[CH2:35][CH2:36]2)=[CH:6][CH:7]=1. The catalyst is CN(C)C=O. (5) The reactants are [Cl-].[NH:2]1[CH:6]=[CH:5][CH:4]=[C:3]1[CH:7]=[N+](C)C.[Cl-].[Cl-].[Cl-].[Al+3].ClC(Cl)(Cl)[C:17](Cl)=[O:18].[CH3:22][O-:23].[Na+].C[OH:26]. The catalyst is ClCCCl. The product is [CH:7]([C:3]1[NH:2][CH:6]=[C:5]([C:22]([O:18][CH3:17])=[O:23])[CH:4]=1)=[O:26]. The yield is 0.600. (6) The reactants are [O:1]1[CH2:4][C:3](=O)[CH2:2]1.C1(P(C2C=CC=CC=2)(C2C=CC=CC=2)=[CH:13][C:14]([O:16][CH2:17][CH3:18])=[O:15])C=CC=CC=1. The catalyst is C(Cl)Cl. The product is [CH2:17]([O:16][C:14](=[O:15])[CH:13]=[C:3]1[CH2:2][O:1][CH2:4]1)[CH3:18]. The yield is 0.790.